Dataset: Catalyst prediction with 721,799 reactions and 888 catalyst types from USPTO. Task: Predict which catalyst facilitates the given reaction. (1) Reactant: [F:1][C:2]1[CH:3]=[C:4]([N:9]2[C:14]3[N:15]=[CH:16][C:17]([F:19])=[CH:18][C:13]=3[C:12](=[O:20])[N:11]([C@@H:21]3[CH2:26][CH2:25][C@H:24]([NH:27]C(=O)OC(C)(C)C)[CH2:23][CH2:22]3)[C:10]2=[O:35])[CH:5]=[CH:6][C:7]=1[F:8].[ClH:36]. Product: [ClH:36].[NH2:27][C@@H:24]1[CH2:25][CH2:26][C@H:21]([N:11]2[C:12](=[O:20])[C:13]3[CH:18]=[C:17]([F:19])[CH:16]=[N:15][C:14]=3[N:9]([C:4]3[CH:5]=[CH:6][C:7]([F:8])=[C:2]([F:1])[CH:3]=3)[C:10]2=[O:35])[CH2:22][CH2:23]1. The catalyst class is: 12. (2) Reactant: O=[C:2]1[CH2:7][CH2:6][N:5]([C:8]([O:10][CH2:11][C:12]2[CH:17]=[CH:16][CH:15]=[CH:14][CH:13]=2)=[O:9])[CH2:4][CH2:3]1.[C:18]([O:22][C:23]([CH3:26])([CH3:25])[CH3:24])(=[O:21])[NH:19][NH2:20].C(O[BH-](OC(=O)C)OC(=O)C)(=O)C.[Na+].[OH-].[Na+]. Product: [CH3:24][C:23]([O:22][C:18]([NH:19][NH:20][CH:2]1[CH2:7][CH2:6][N:5]([C:8]([O:10][CH2:11][C:12]2[CH:17]=[CH:16][CH:15]=[CH:14][CH:13]=2)=[O:9])[CH2:4][CH2:3]1)=[O:21])([CH3:26])[CH3:25]. The catalyst class is: 478.